This data is from Reaction yield outcomes from USPTO patents with 853,638 reactions. The task is: Predict the reaction yield, written as a fraction of the theoretical maximum amount of product (1.0 means a 100% yield; for example, 0.34 means a 34% yield). The reactants are [C:1]([CH2:8][N:9]1[CH2:20][CH2:19][N:18]2[CH2:21][CH:22]([CH2:24][C:25]3[CH:30]=[CH:29][C:28]([N+:31]([O-])=O)=[CH:27][CH:26]=3)[CH2:23][N:12]([CH2:13][CH2:14][N:15]([CH2:34][C:35]([O:37][C:38]([CH3:41])([CH3:40])[CH3:39])=[O:36])[CH2:16][CH2:17]2)[CH2:11][CH2:10]1)([O:3][C:4]([CH3:7])([CH3:6])[CH3:5])=[O:2]. The catalyst is C(O)C.[Pd]. The product is [C:35]([CH2:34][N:15]1[CH2:14][CH2:13][N:12]2[CH2:23][CH:22]([CH2:24][C:25]3[CH:30]=[CH:29][C:28]([NH2:31])=[CH:27][CH:26]=3)[CH2:21][N:18]([CH2:19][CH2:20][N:9]([CH2:8][C:1]([O:3][C:4]([CH3:7])([CH3:6])[CH3:5])=[O:2])[CH2:10][CH2:11]2)[CH2:17][CH2:16]1)([O:37][C:38]([CH3:40])([CH3:39])[CH3:41])=[O:36]. The yield is 0.980.